Dataset: Reaction yield outcomes from USPTO patents with 853,638 reactions. Task: Predict the reaction yield, written as a fraction of the theoretical maximum amount of product (1.0 means a 100% yield; for example, 0.34 means a 34% yield). (1) The reactants are [N+:1]([C:4]1[CH:49]=[CH:48][C:7]([C:8]([O:10][C@H:11]2[C:15]3[N:16]=[CH:17][N:18]=[C:19]([N:20]4[C:40]5[C:35](=[C:36]([CH2:42][NH:43][CH:44]([CH3:46])[CH3:45])[C:37]([Cl:41])=[CH:38][CH:39]=5)[C:22]5([CH2:27][CH2:26][N:25](CC6C=CC=CC=6)[CH2:24][CH2:23]5)[CH2:21]4)[C:14]=3[C@H:13]([CH3:47])[CH2:12]2)=[O:9])=[CH:6][CH:5]=1)([O-:3])=[O:2].C(Cl)(=O)OC(Cl)C. The catalyst is ClC(Cl)C. The product is [N+:1]([C:4]1[CH:5]=[CH:6][C:7]([C:8]([O:10][C@H:11]2[C:15]3[N:16]=[CH:17][N:18]=[C:19]([N:20]4[C:40]5[C:35](=[C:36]([CH2:42][NH:43][CH:44]([CH3:46])[CH3:45])[C:37]([Cl:41])=[CH:38][CH:39]=5)[C:22]5([CH2:23][CH2:24][NH:25][CH2:26][CH2:27]5)[CH2:21]4)[C:14]=3[C@H:13]([CH3:47])[CH2:12]2)=[O:9])=[CH:48][CH:49]=1)([O-:3])=[O:2]. The yield is 0.410. (2) The reactants are [N:1]([C:4]1[CH:11]=[CH:10][C:7]([C:8]#[N:9])=[C:6]([C:12]([F:15])([F:14])[F:13])[CH:5]=1)=[C:2]=[S:3].[CH3:16][S:17]([C:20]1[CH:25]=[CH:24][C:23]([NH:26][C:27]2([C:31]#N)[CH2:30][CH2:29][CH2:28]2)=[CH:22][CH:21]=1)(=[O:19])=[O:18].C[OH:34].Cl. The catalyst is CN(C=O)C.O. The product is [CH3:16][S:17]([C:20]1[CH:25]=[CH:24][C:23]([N:26]2[C:2](=[S:3])[N:1]([C:4]3[CH:11]=[CH:10][C:7]([C:8]#[N:9])=[C:6]([C:12]([F:13])([F:15])[F:14])[CH:5]=3)[C:31](=[O:34])[C:27]32[CH2:30][CH2:29][CH2:28]3)=[CH:22][CH:21]=1)(=[O:19])=[O:18]. The yield is 0.150. (3) The reactants are [CH2:1]([O:3][C:4]([C:6]1[N:7]([CH3:29])[C:8]([CH2:27][CH3:28])=[C:9]([C:25]#[N:26])[C:10]=1[C:11]1[CH:16]=[CH:15][C:14](OS(C(F)(F)F)(=O)=O)=[CH:13][CH:12]=1)=[O:5])[CH3:2].[NH:30]1[CH2:34][CH2:33][CH2:32][CH2:31]1.C(=O)([O-])[O-].[Cs+].[Cs+]. The catalyst is C1(C)C=CC=CC=1.CC([O-])=O.CC([O-])=O.[Pd+2].C1C=CC(P(C2C(C3C(P(C4C=CC=CC=4)C4C=CC=CC=4)=CC=C4C=3C=CC=C4)=C3C(C=CC=C3)=CC=2)C2C=CC=CC=2)=CC=1. The product is [CH2:1]([O:3][C:4]([C:6]1[N:7]([CH3:29])[C:8]([CH2:27][CH3:28])=[C:9]([C:25]#[N:26])[C:10]=1[C:11]1[CH:16]=[CH:15][C:14]([N:30]2[CH2:34][CH2:33][CH2:32][CH2:31]2)=[CH:13][CH:12]=1)=[O:5])[CH3:2]. The yield is 0.720. (4) The catalyst is N1CCCCC1.CO. The product is [F:1][C:2]1[CH:3]=[C:4]2[C:8](=[CH:9][CH:10]=1)[NH:7][C:6](=[O:11])/[C:5]/2=[CH:22]/[C:18]1[CH:17]=[C:16]2[C:21]([C:13]([I:12])=[N:14][N:15]2[CH2:24][O:25][CH2:26][CH2:27][Si:28]([CH3:31])([CH3:30])[CH3:29])=[CH:20][CH:19]=1. The reactants are [F:1][C:2]1[CH:3]=[C:4]2[C:8](=[CH:9][CH:10]=1)[NH:7][C:6](=[O:11])[CH2:5]2.[I:12][C:13]1[C:21]2[C:16](=[CH:17][C:18]([CH:22]=O)=[CH:19][CH:20]=2)[N:15]([CH2:24][O:25][CH2:26][CH2:27][Si:28]([CH3:31])([CH3:30])[CH3:29])[N:14]=1. The yield is 0.770. (5) The reactants are [C:1]([O:9][CH2:10][CH3:11])(=[O:8])[CH2:2][C:3]([O:5][CH2:6][CH3:7])=[O:4].[H-].[Na+].[Br:14][C:15]1[CH:16]=[C:17]([Cl:22])[C:18](Cl)=[N:19][CH:20]=1. The catalyst is CN(C=O)C. The product is [Br:14][C:15]1[CH:16]=[C:17]([Cl:22])[C:18]([CH:2]([C:3]([O:5][CH2:6][CH3:7])=[O:4])[C:1]([O:9][CH2:10][CH3:11])=[O:8])=[N:19][CH:20]=1. The yield is 0.520.